The task is: Predict which catalyst facilitates the given reaction.. This data is from Catalyst prediction with 721,799 reactions and 888 catalyst types from USPTO. Reactant: [CH:1]1([NH:6][C:7]2[N:15]=[CH:14][N:13]=[C:12]3[C:8]=2[N:9]=[CH:10][N:11]3[C@H:16]2[C@@H:20]3[O:21][C:22]([CH3:25])([CH3:24])[O:23][C@@H:19]3[C@@H:18]([C:26](O)=[O:27])[O:17]2)[CH2:5][CH2:4][CH2:3][CH2:2]1.C(OC1C=C[C:39]2[C:34](=CC=CC=2)[N:33]1C(OCC)=O)C.C(=[N:49]O)C. Product: [CH3:24][C:22]1([CH3:25])[O:23][C@H:19]2[C@@H:18]([C:26]3[O:27][N:33]=[C:34]([CH3:39])[N:49]=3)[O:17][C@@H:16]([N:11]3[CH:10]=[N:9][C:8]4[C:12]3=[N:13][CH:14]=[N:15][C:7]=4[NH:6][CH:1]3[CH2:5][CH2:4][CH2:3][CH2:2]3)[C@@H:20]2[O:21]1. The catalyst class is: 216.